This data is from Catalyst prediction with 721,799 reactions and 888 catalyst types from USPTO. The task is: Predict which catalyst facilitates the given reaction. (1) Reactant: [NH2:1][C:2]1[CH:7]=[C:6]([O:8][C:9]2[CH:10]=[C:11]([CH2:15][CH2:16][C:17]([O:19][CH3:20])=[O:18])[CH:12]=[CH:13][CH:14]=2)[CH:5]=[CH:4][N:3]=1.[C:21](OC(=O)C)(=[O:23])[CH3:22]. Product: [C:21]([NH:1][C:2]1[CH:7]=[C:6]([O:8][C:9]2[CH:10]=[C:11]([CH2:15][CH2:16][C:17]([O:19][CH3:20])=[O:18])[CH:12]=[CH:13][CH:14]=2)[CH:5]=[CH:4][N:3]=1)(=[O:23])[CH3:22]. The catalyst class is: 17. (2) Reactant: [CH3:1][O:2][C@@H:3]1[C@H:8]([C:9](OCC)=[O:10])[CH2:7][CH2:6][N:5]([C:14]([O:16][C:17]([CH3:20])([CH3:19])[CH3:18])=[O:15])[CH2:4]1.[Li+].[BH4-].[Cl-].[NH4+]. Product: [OH:10][CH2:9][C@@H:8]1[CH2:7][CH2:6][N:5]([C:14]([O:16][C:17]([CH3:18])([CH3:19])[CH3:20])=[O:15])[CH2:4][C@@H:3]1[O:2][CH3:1]. The catalyst class is: 13. (3) Reactant: Br[C:2]1[CH:3]=[CH:4][C:5]([C:8]([OH:11])([CH3:10])[CH3:9])=[N:6][CH:7]=1.[NH2:12][C:13]1[C:17]([C:18](=[O:20])[NH2:19])=[CH:16][N:15]([C:21]2([CH2:35][C:36]#[N:37])[CH2:26][CH2:25][N:24]([C:27]([O:29][CH2:30][C:31]([F:34])([F:33])[F:32])=[O:28])[CH2:23][CH2:22]2)[N:14]=1.C(P(C(C)(C)C)C1C(C)=C(C)C(C)=C(C)C=1C1C(C(C)C)=CC(C(C)C)=CC=1C(C)C)(C)(C)C.P([O-])([O-])([O-])=O.[K+].[K+].[K+]. Product: [C:18]([C:17]1[C:13]([NH:12][C:2]2[CH:7]=[N:6][C:5]([C:8]([OH:11])([CH3:10])[CH3:9])=[CH:4][CH:3]=2)=[N:14][N:15]([C:21]2([CH2:35][C:36]#[N:37])[CH2:26][CH2:25][N:24]([C:27]([O:29][CH2:30][C:31]([F:34])([F:33])[F:32])=[O:28])[CH2:23][CH2:22]2)[CH:16]=1)(=[O:20])[NH2:19]. The catalyst class is: 102. (4) Reactant: C[O:2][CH:3](OC)[CH2:4][CH2:5][N:6]1[CH:11]=[C:10]([C:12]2[CH:17]=[CH:16][N:15]=[CH:14][C:13]=2[F:18])[C:9](=[O:19])[NH:8][C:7]1=[O:20]. Product: [F:18][C:13]1[CH:14]=[N:15][CH:16]=[CH:17][C:12]=1[C:10]1[C:9](=[O:19])[NH:8][C:7](=[O:20])[N:6]([CH2:5][CH2:4][CH:3]=[O:2])[CH:11]=1. The catalyst class is: 5. (5) Reactant: [Br:1][C:2]1[CH:3]=[C:4]2[NH:10][C:9](=[O:11])/[C:8](=[CH:12]\[C:13]3[CH:18]=[CH:17][CH:16]=[C:15]([Cl:19])[C:14]=3[F:20])/[C:5]2=[N:6][CH:7]=1.[Li+].[OH-].[C:23]([C:25]1[CH:30]=[CH:29][C:28]([NH:31][C:32](=[O:41])[CH2:33]/[N:34]=[CH:35]/[CH2:36][C:37]([CH3:40])([CH3:39])[CH3:38])=[C:27]([O:42][CH3:43])[CH:26]=1)#[N:24]. Product: [Br:1][C:2]1[CH:3]=[C:4]2[NH:10][C:9](=[O:11])[C:8]3([CH:12]([C:13]4[CH:18]=[CH:17][CH:16]=[C:15]([Cl:19])[C:14]=4[F:20])[CH:33]([C:32]([NH:31][C:28]4[CH:29]=[CH:30][C:25]([C:23]#[N:24])=[CH:26][C:27]=4[O:42][CH3:43])=[O:41])[NH:34][CH:35]3[CH2:36][C:37]([CH3:40])([CH3:39])[CH3:38])[C:5]2=[N:6][CH:7]=1. The catalyst class is: 7.